Dataset: Catalyst prediction with 721,799 reactions and 888 catalyst types from USPTO. Task: Predict which catalyst facilitates the given reaction. (1) Reactant: [C:1]([O:5][C:6](=[O:26])[NH:7][CH:8]1[CH2:13][CH2:12][CH:11]([CH2:14][NH:15][C:16]2[C:21]([N+:22]([O-:24])=[O:23])=[CH:20][N:19]=[C:18](Cl)[N:17]=2)[CH2:10][CH2:9]1)([CH3:4])([CH3:3])[CH3:2].[I:27][C:28]1[CH:35]=[CH:34][CH:33]=[CH:32][C:29]=1[CH2:30][NH2:31].CCN(C(C)C)C(C)C. Product: [C:1]([O:5][C:6](=[O:26])[NH:7][CH:8]1[CH2:13][CH2:12][CH:11]([CH2:14][NH:15][C:16]2[C:21]([N+:22]([O-:24])=[O:23])=[CH:20][N:19]=[C:18]([NH:31][CH2:30][C:29]3[CH:32]=[CH:33][CH:34]=[CH:35][C:28]=3[I:27])[N:17]=2)[CH2:10][CH2:9]1)([CH3:4])([CH3:3])[CH3:2]. The catalyst class is: 59. (2) Reactant: [CH3:1][N:2]([C:11]1[CH:12]=[CH:13][CH:14]=[C:15]2[C:19]=1[NH:18][C:17]([C:20]1[S:21][C:22]([CH3:32])([CH2:25][N:26]3[CH2:31][CH2:30][NH:29][CH2:28][CH2:27]3)[CH2:23][N:24]=1)=[CH:16]2)[S:3]([C:6]1[S:7][CH:8]=[CH:9][CH:10]=1)(=[O:5])=[O:4].[C:33](OC(=O)C)(=[O:35])[CH3:34]. Product: [C:33]([N:29]1[CH2:30][CH2:31][N:26]([CH2:25][C:22]2([CH3:32])[S:21][C:20]([C:17]3[NH:18][C:19]4[C:15]([CH:16]=3)=[CH:14][CH:13]=[CH:12][C:11]=4[N:2]([CH3:1])[S:3]([C:6]3[S:7][CH:8]=[CH:9][CH:10]=3)(=[O:5])=[O:4])=[N:24][CH2:23]2)[CH2:27][CH2:28]1)(=[O:35])[CH3:34]. The catalyst class is: 17. (3) Reactant: CCN(C(C)C)C(C)C.[Br:10][C:11]1[S:12][C:13](Br)=[N:14][N:15]=1.[N:17]1([C:23]([O:25][C:26]([CH3:29])([CH3:28])[CH3:27])=[O:24])[CH2:22][CH2:21][NH:20][CH2:19][CH2:18]1. Product: [Br:10][C:11]1[S:12][C:13]([N:20]2[CH2:19][CH2:18][N:17]([C:23]([O:25][C:26]([CH3:29])([CH3:28])[CH3:27])=[O:24])[CH2:22][CH2:21]2)=[N:14][N:15]=1. The catalyst class is: 12. (4) Reactant: [Si]([O:18][CH2:19][C:20]1[CH:21]=[C:22]([C:33]2[CH:38]=[CH:37][C:36]([F:39])=[CH:35][CH:34]=2)[C:23](=[O:32])[N:24]([CH:26]2[CH2:31][CH2:30][CH2:29][CH2:28][O:27]2)[N:25]=1)(C(C)(C)C)(C1C=CC=CC=1)C1C=CC=CC=1.[N+](CCCC)(CCCC)(CCCC)CCCC.[F-].C([O-])(O)=O.[Na+]. Product: [F:39][C:36]1[CH:37]=[CH:38][C:33]([C:22]2[C:23](=[O:32])[N:24]([CH:26]3[CH2:31][CH2:30][CH2:29][CH2:28][O:27]3)[N:25]=[C:20]([CH2:19][OH:18])[CH:21]=2)=[CH:34][CH:35]=1. The catalyst class is: 7. (5) Reactant: [CH3:1][N:2]1[CH2:5][CH:4]([NH2:6])[CH2:3]1.C(N(CC)CC)C.[CH3:14][O:15][C:16]1[CH:17]=[C:18]([CH:22]=[CH:23][C:24]=1[N+:25]([O-:27])=[O:26])[C:19](Cl)=[O:20]. Product: [CH3:14][O:15][C:16]1[CH:17]=[C:18]([CH:22]=[CH:23][C:24]=1[N+:25]([O-:27])=[O:26])[C:19]([NH:6][CH:4]1[CH2:5][N:2]([CH3:1])[CH2:3]1)=[O:20]. The catalyst class is: 2. (6) Reactant: [F:1][C:2]1[CH:11]=[CH:10][C:9]([OH:12])=[C:8]2[C:3]=1[CH:4]=[CH:5][CH:6]=[N:7]2.[Cl-].[Cl-].[Cl-].[Al+3].[C:17](Cl)(=[O:19])[CH3:18].Cl.[OH-].[Na+]. Product: [F:1][C:2]1[CH:11]=[C:10]([C:17](=[O:19])[CH3:18])[C:9]([OH:12])=[C:8]2[C:3]=1[CH:4]=[CH:5][CH:6]=[N:7]2. The catalyst class is: 6. (7) Reactant: [C:1]([C:4]1[C:22](=[O:23])[C@@:8]2([CH3:24])[C:9]3[C:15]([OH:16])=[CH:14][C:13]([O:17][CH3:18])=[C:12]([C:19]([NH2:21])=[O:20])[C:10]=3[O:11][C:7]2=[CH:6][C:5]=1[OH:25])(=[O:3])[CH3:2].[C:26]1([CH:36]=O)[C:35]2[CH2:34][CH2:33][CH2:32][CH2:31][C:30]=2[CH:29]=[CH:28][CH:27]=1.C([SiH](CC)CC)C.FC(F)(F)C(O)=O. Product: [C:1]([C:4]1[C:22](=[O:23])[C@@:8]2([CH3:24])[C:9]3[C:15]([OH:16])=[CH:14][C:13]([O:17][CH3:18])=[C:12]([C:19]([NH:21][CH2:36][C:26]4[C:35]5[CH2:34][CH2:33][CH2:32][CH2:31][C:30]=5[CH:29]=[CH:28][CH:27]=4)=[O:20])[C:10]=3[O:11][C:7]2=[CH:6][C:5]=1[OH:25])(=[O:3])[CH3:2]. The catalyst class is: 10.